Predict the product of the given reaction. From a dataset of Forward reaction prediction with 1.9M reactions from USPTO patents (1976-2016). (1) Given the reactants [OH:1][C:2]1[CH:3]=[C:4]([CH:7]=[CH:8][CH:9]=1)[CH2:5]O.C1C=CC(P(C2C=CC=CC=2)C2C=CC=CC=2)=CC=1.C(Br)(Br)(Br)[Br:30], predict the reaction product. The product is: [Br:30][CH2:5][C:4]1[CH:3]=[C:2]([OH:1])[CH:9]=[CH:8][CH:7]=1. (2) Given the reactants [CH3:1][N:2]1[CH2:24][CH2:23][C:5]2[N:6]([CH2:14][CH:15]([C:17]3[CH:22]=[CH:21][N:20]=[CH:19][CH:18]=3)[OH:16])[C:7]3[CH:8]=[CH:9][C:10]([CH3:13])=[CH:11][C:12]=3[C:4]=2[CH2:3]1.[H-].[Na+].[CH3:27][N:28]1[CH2:33][CH2:32][N:31]([C:34](Cl)=[O:35])[CH2:30][CH2:29]1, predict the reaction product. The product is: [CH3:27][N:28]1[CH2:33][CH2:32][N:31]([C:34]([O:16][CH:15]([C:17]2[CH:18]=[CH:19][N:20]=[CH:21][CH:22]=2)[CH2:14][N:6]2[C:7]3[CH:8]=[CH:9][C:10]([CH3:13])=[CH:11][C:12]=3[C:4]3[CH2:3][N:2]([CH3:1])[CH2:24][CH2:23][C:5]2=3)=[O:35])[CH2:30][CH2:29]1.